Dataset: NCI-60 drug combinations with 297,098 pairs across 59 cell lines. Task: Regression. Given two drug SMILES strings and cell line genomic features, predict the synergy score measuring deviation from expected non-interaction effect. (1) Drug 1: C1=NC2=C(N1)C(=S)N=C(N2)N. Drug 2: C1=CC(=CC=C1C#N)C(C2=CC=C(C=C2)C#N)N3C=NC=N3. Cell line: ACHN. Synergy scores: CSS=50.6, Synergy_ZIP=-3.29, Synergy_Bliss=-4.47, Synergy_Loewe=-10.3, Synergy_HSA=-2.30. (2) Drug 1: CC1OCC2C(O1)C(C(C(O2)OC3C4COC(=O)C4C(C5=CC6=C(C=C35)OCO6)C7=CC(=C(C(=C7)OC)O)OC)O)O. Drug 2: COC1=NC(=NC2=C1N=CN2C3C(C(C(O3)CO)O)O)N. Cell line: NCI-H522. Synergy scores: CSS=30.3, Synergy_ZIP=-8.99, Synergy_Bliss=-0.754, Synergy_Loewe=-6.09, Synergy_HSA=1.15. (3) Drug 1: CNC(=O)C1=NC=CC(=C1)OC2=CC=C(C=C2)NC(=O)NC3=CC(=C(C=C3)Cl)C(F)(F)F. Drug 2: CN1C2=C(C=C(C=C2)N(CCCl)CCCl)N=C1CCCC(=O)O.Cl. Cell line: NCI-H522. Synergy scores: CSS=6.86, Synergy_ZIP=-3.25, Synergy_Bliss=-1.58, Synergy_Loewe=-2.41, Synergy_HSA=-0.0544. (4) Drug 1: CC1=C2C(C(=O)C3(C(CC4C(C3C(C(C2(C)C)(CC1OC(=O)C(C(C5=CC=CC=C5)NC(=O)OC(C)(C)C)O)O)OC(=O)C6=CC=CC=C6)(CO4)OC(=O)C)O)C)O. Drug 2: C1=CN(C=N1)CC(O)(P(=O)(O)O)P(=O)(O)O. Cell line: U251. Synergy scores: CSS=7.39, Synergy_ZIP=-2.45, Synergy_Bliss=0.232, Synergy_Loewe=-17.3, Synergy_HSA=-5.47. (5) Drug 2: CC12CCC3C(C1CCC2OP(=O)(O)O)CCC4=C3C=CC(=C4)OC(=O)N(CCCl)CCCl.[Na+]. Drug 1: C1=NC(=NC(=O)N1C2C(C(C(O2)CO)O)O)N. Synergy scores: CSS=15.6, Synergy_ZIP=-9.60, Synergy_Bliss=-5.01, Synergy_Loewe=-15.0, Synergy_HSA=-3.81. Cell line: A549. (6) Drug 1: C1CCC(C1)C(CC#N)N2C=C(C=N2)C3=C4C=CNC4=NC=N3. Drug 2: C1=CN(C=N1)CC(O)(P(=O)(O)O)P(=O)(O)O. Cell line: NCIH23. Synergy scores: CSS=16.6, Synergy_ZIP=1.81, Synergy_Bliss=6.26, Synergy_Loewe=7.48, Synergy_HSA=7.52. (7) Drug 1: CC1C(C(CC(O1)OC2CC(CC3=C2C(=C4C(=C3O)C(=O)C5=C(C4=O)C(=CC=C5)OC)O)(C(=O)CO)O)N)O.Cl. Drug 2: C1=C(C(=O)NC(=O)N1)N(CCCl)CCCl. Cell line: TK-10. Synergy scores: CSS=16.5, Synergy_ZIP=-4.28, Synergy_Bliss=1.55, Synergy_Loewe=2.85, Synergy_HSA=3.28.